Dataset: Catalyst prediction with 721,799 reactions and 888 catalyst types from USPTO. Task: Predict which catalyst facilitates the given reaction. (1) Reactant: FC(F)(F)C(O)=O.[O:8]=[C:9]([N:28]1[CH2:33][CH2:32][C:31]([CH2:34][C:35]2[S:36][CH:37]=[CH:38][N:39]=2)=[CH:30][CH2:29]1)/[CH:10]=[CH:11]/[C:12]1[CH:13]=[C:14]2[C:24](=[N:25][CH:26]=1)[NH:23][C:22](=[O:27])[C:16]1([CH2:21][CH2:20][NH:19][CH2:18][CH2:17]1)[CH2:15]2.C(N(CC)CC)C.[C:47](=O)([O:49]C1C=CC=CC=1)[NH2:48]. Product: [O:27]=[C:22]1[C:16]2([CH2:21][CH2:20][N:19]([C:47]([NH2:48])=[O:49])[CH2:18][CH2:17]2)[CH2:15][C:14]2[C:24](=[N:25][CH:26]=[C:12](/[CH:11]=[CH:10]/[C:9](=[O:8])[N:28]3[CH2:33][CH2:32][C:31]([CH2:34][C:35]4[S:36][CH:37]=[CH:38][N:39]=4)=[CH:30][CH2:29]3)[CH:13]=2)[NH:23]1. The catalyst class is: 16. (2) Reactant: CO[C:3](=O)[C:4]1[CH:9]=[CH:8][C:7]([C:10]([N:12]2[CH2:17][CH2:16][N:15]([CH:18]([CH3:20])[CH3:19])[CH2:14][CH2:13]2)=[O:11])=[N:6][CH:5]=1.COC([C:26]1[CH:27]=[CH:28][C:29](C(O)=O)=[N:30][CH:31]=1)=O.Cl.Cl.C(N1CCNCC1)(C)C.O.ON1C2C=CC=CC=2N=N1.Cl.CN(C)CCCN=C=NCC.CN1CCOCC1. Product: [NH3:6].[CH:18]([N:15]1[CH2:16][CH2:17][N:12]([C:10]([C:7]2[CH:8]=[CH:9][C:4]([CH2:3][N:30]3[CH2:31][CH2:26][CH2:27][CH2:28][CH2:29]3)=[CH:5][N:6]=2)=[O:11])[CH2:13][CH2:14]1)([CH3:20])[CH3:19]. The catalyst class is: 2.